From a dataset of Reaction yield outcomes from USPTO patents with 853,638 reactions. Predict the reaction yield, written as a fraction of the theoretical maximum amount of product (1.0 means a 100% yield; for example, 0.34 means a 34% yield). (1) The reactants are [CH:1]1([NH:6][C:7]2[N:12]3[N:13]=[C:14]([C:23]4[CH:28]=[CH:27][C:26]([F:29])=[CH:25][CH:24]=4)[C:15]([C:16]4[CH:21]=[CH:20][N:19]=[C:18](F)[CH:17]=4)=[C:11]3[CH:10]=[CH:9][CH:8]=2)[CH2:5][CH2:4][CH2:3][CH2:2]1.[NH2:30][NH2:31]. The catalyst is C(O)C. The product is [CH:1]1([NH:6][C:7]2[N:12]3[N:13]=[C:14]([C:23]4[CH:28]=[CH:27][C:26]([F:29])=[CH:25][CH:24]=4)[C:15]([C:16]4[CH:21]=[CH:20][N:19]=[C:18]([NH:30][NH2:31])[CH:17]=4)=[C:11]3[CH:10]=[CH:9][CH:8]=2)[CH2:2][CH2:3][CH2:4][CH2:5]1. The yield is 0.650. (2) The reactants are N[C:2]1[CH:3]=[CH:4][C:5]([Cl:8])=[N:6][CH:7]=1.N([O-])=O.[Na+].[S:13](=[O:15])=[O:14].[ClH:16]. No catalyst specified. The product is [Cl:8][C:5]1[N:6]=[CH:7][C:2]([S:13]([Cl:16])(=[O:15])=[O:14])=[CH:3][CH:4]=1. The yield is 0.580. (3) The reactants are [O:1]1[C:5]2[CH:6]=[CH:7][C:8]([CH2:10][CH2:11][NH:12][C:13]([C:15]3[CH:37]=[CH:36][C:18]([O:19][C:20]4[CH:29]=[C:28]5[C:23]([CH:24]([C:30]([O:32]CC)=[O:31])[CH2:25][CH2:26][O:27]5)=[CH:22][C:21]=4[Cl:35])=[CH:17][CH:16]=3)=[O:14])=[CH:9][C:4]=2[O:3][CH2:2]1.[OH-].[Na+].Cl. The catalyst is O1CCCC1CCO.C(OCC)(=O)C. The product is [O:1]1[C:5]2[CH:6]=[CH:7][C:8]([CH2:10][CH2:11][NH:12][C:13]([C:15]3[CH:37]=[CH:36][C:18]([O:19][C:20]4[CH:29]=[C:28]5[C:23]([CH:24]([C:30]([OH:32])=[O:31])[CH2:25][CH2:26][O:27]5)=[CH:22][C:21]=4[Cl:35])=[CH:17][CH:16]=3)=[O:14])=[CH:9][C:4]=2[O:3][CH2:2]1. The yield is 0.992. (4) The reactants are [CH3:1][O:2][C:3]1[CH:4]=[C:5]([CH:12](O)[CH2:13][C:14]([O:16][CH2:17][CH3:18])=[O:15])[CH:6]=[CH:7][C:8]=1[N+:9]([O-:11])=[O:10].C(N(CC)CC)C.CS(Cl)(=O)=O.C1CCN2C(=NCCC2)CC1. The catalyst is C(OCC)(=O)C. The product is [CH3:1][O:2][C:3]1[CH:4]=[C:5]([CH:12]=[CH:13][C:14]([O:16][CH2:17][CH3:18])=[O:15])[CH:6]=[CH:7][C:8]=1[N+:9]([O-:11])=[O:10]. The yield is 0.790. (5) The reactants are C([O:8][CH2:9][CH2:10][N:11]1[CH2:16][CH2:15][CH:14]([CH2:17][CH2:18][CH2:19][CH2:20][NH2:21])[CH2:13][CH2:12]1)C1C=CC=CC=1. The catalyst is [Pd].CO. The product is [NH2:21][CH2:20][CH2:19][CH2:18][CH2:17][CH:14]1[CH2:15][CH2:16][N:11]([CH2:10][CH2:9][OH:8])[CH2:12][CH2:13]1. The yield is 0.900. (6) The reactants are [OH:1][C:2]12[CH2:16][CH:15]([CH3:17])[CH2:14][C:13](=[O:18])[CH:12]1[CH2:11][CH2:10][CH2:9][CH2:8][CH2:7][CH2:6][CH2:5][CH2:4][CH2:3]2.[CH:19]([O:21][CH2:22][CH3:23])=[CH2:20]. The catalyst is C1COCC1.FC(F)(F)C(O)=O. The product is [CH2:19]([O:21][CH:22]([O:1][C:2]12[CH2:16][CH:15]([CH3:17])[CH2:14][C:13](=[O:18])[CH:12]1[CH2:11][CH2:10][CH2:9][CH2:8][CH2:7][CH2:6][CH2:5][CH2:4][CH2:3]2)[CH3:23])[CH3:20]. The yield is 0.820. (7) The reactants are [C:1]1([C:7]2([CH2:10][C:11]([OH:13])=O)[CH2:9][CH2:8]2)[CH:6]=[CH:5][CH:4]=[CH:3][CH:2]=1.S(Cl)(Cl)=O.C[Si](C)(C)[O:20][CH:21](O[Si](C)(C)C)CO[Si](C)(C)C. No catalyst specified. The product is [OH:20][CH2:21][C:11](=[O:13])[CH2:10][C:7]1([C:1]2[CH:2]=[CH:3][CH:4]=[CH:5][CH:6]=2)[CH2:8][CH2:9]1. The yield is 0.620.